From a dataset of Merck oncology drug combination screen with 23,052 pairs across 39 cell lines. Regression. Given two drug SMILES strings and cell line genomic features, predict the synergy score measuring deviation from expected non-interaction effect. (1) Drug 1: O=C(CCCCCCC(=O)Nc1ccccc1)NO. Drug 2: CC(C)CC(NC(=O)C(Cc1ccccc1)NC(=O)c1cnccn1)B(O)O. Cell line: LOVO. Synergy scores: synergy=-0.473. (2) Drug 1: CS(=O)(=O)CCNCc1ccc(-c2ccc3ncnc(Nc4ccc(OCc5cccc(F)c5)c(Cl)c4)c3c2)o1. Drug 2: CC1(c2nc3c(C(N)=O)cccc3[nH]2)CCCN1. Cell line: MDAMB436. Synergy scores: synergy=4.54. (3) Drug 1: Cn1c(=O)n(-c2ccc(C(C)(C)C#N)cc2)c2c3cc(-c4cnc5ccccc5c4)ccc3ncc21. Drug 2: NC1CCCCC1N.O=C(O)C(=O)O.[Pt+2]. Cell line: OVCAR3. Synergy scores: synergy=11.9. (4) Drug 1: CN(C)C(=N)N=C(N)N. Drug 2: Cn1cc(-c2cnn3c(N)c(Br)c(C4CCCNC4)nc23)cn1. Cell line: OCUBM. Synergy scores: synergy=10.5. (5) Drug 1: O=C(O)C1(Cc2cccc(Nc3nccs3)n2)CCC(Oc2cccc(Cl)c2F)CC1. Drug 2: NC1(c2ccc(-c3nc4ccn5c(=O)[nH]nc5c4cc3-c3ccccc3)cc2)CCC1. Cell line: EFM192B. Synergy scores: synergy=-4.83.